From a dataset of Caco-2 cell permeability data measuring drug intestinal absorption for ~900 compounds. Regression/Classification. Given a drug SMILES string, predict its absorption, distribution, metabolism, or excretion properties. Task type varies by dataset: regression for continuous measurements (e.g., permeability, clearance, half-life) or binary classification for categorical outcomes (e.g., BBB penetration, CYP inhibition). For this dataset (caco2_wang), we predict Y. (1) The compound is Cn1cnc(S(=O)(=O)N(CCN(Cc2cncn2C)c2ccc(C#N)cc2)Cc2ccccc2)c1. The Y is -5.96 log Papp (cm/s). (2) The drug is CC(C)C(NC(=O)[C@@H]1CCCN1C(=O)[C@@H](NC(=O)N1CCOCC1)C(C)C)C(=O)C(F)(F)C(F)(F)F. The Y is -4.52 log Papp (cm/s). (3) The molecule is CCC[C@H](NC(=O)C1[C@H]2CCC[C@H]2CN1C(=O)[C@@H](NC(=O)[C@@H](NC(=O)c1cnccn1)C1CCCCC1)C(C)(C)C)C(=O)C(=O)NC1CC1. The Y is -5.32 log Papp (cm/s). (4) The drug is O=c1c(OC2C(O)OC(CO)C(O)C2O)c(-c2ccc(O)c(O)c2)oc2cc(O)cc(O)c12. The Y is -6.17 log Papp (cm/s). (5) The molecule is CNC(=O)/C=C(/c1ccc2nc(N)n(C3CCCC3)c2c1)c1ccccc1F. The Y is -5.15 log Papp (cm/s). (6) The molecule is Cn1c(N2CCN(CCN3c4ccccc4Sc4ccc(C(=O)O)cc43)CC2)cc(=O)n(C)c1=O. The Y is -5.31 log Papp (cm/s). (7) The compound is O=C(NC1(C(=O)N[C@@H](Cc2ccccc2)C(=O)NCCCN2CCOCC2)CCCC1)c1cc2ccccc2s1. The Y is -5.05 log Papp (cm/s). (8) The molecule is Cn1c(N2CCCN(CCCN3c4ccccc4Sc4c(C(=O)O)cccc43)CC2)cc(=O)n(C)c1=O. The Y is -5.80 log Papp (cm/s).